Dataset: Full USPTO retrosynthesis dataset with 1.9M reactions from patents (1976-2016). Task: Predict the reactants needed to synthesize the given product. (1) Given the product [CH3:16][C@@H:14]1[CH2:15][N:10]([C:5]2[C:4]([F:18])=[C:3]([F:19])[C:2]([C:34]#[C:33][Si:30]([CH3:32])([CH3:31])[CH3:29])=[CH:9][C:6]=2[CH:7]=[O:8])[CH2:11][C@H:12]([CH3:17])[O:13]1, predict the reactants needed to synthesize it. The reactants are: Br[C:2]1[C:3]([F:19])=[C:4]([F:18])[C:5]([N:10]2[CH2:15][C@@H:14]([CH3:16])[O:13][C@@H:12]([CH3:17])[CH2:11]2)=[C:6]([CH:9]=1)[CH:7]=[O:8].CCN(C(C)C)C(C)C.[CH3:29][Si:30]([C:33]#[CH:34])([CH3:32])[CH3:31]. (2) Given the product [N:13]1[CH:14]=[CH:15][C:10]([C:5]2[CH:6]=[CH:7][CH:8]=[CH:9][C:4]=2[NH2:1])=[CH:11][CH:12]=1, predict the reactants needed to synthesize it. The reactants are: [N+:1]([C:4]1[CH:9]=[CH:8][CH:7]=[CH:6][C:5]=1[C:10]1[CH:15]=[CH:14][N:13]=[CH:12][CH:11]=1)([O-])=O.Cl. (3) Given the product [CH3:1][C:2]1[CH:7]=[CH:6][C:5]([N+:8]([O-:10])=[O:9])=[CH:4][C:3]=1/[N:11]=[C:12](\[C:23]#[N:24])/[C:13]1[S:21][C:16]2=[N:17][CH:18]=[CH:19][N:20]=[C:15]2[CH:14]=1, predict the reactants needed to synthesize it. The reactants are: [CH3:1][C:2]1[CH:7]=[CH:6][C:5]([N+:8]([O-:10])=[O:9])=[CH:4][C:3]=1/[N:11]=[C:12](\Cl)/[C:13]1[S:21][C:16]2=[N:17][CH:18]=[CH:19][N:20]=[C:15]2[CH:14]=1.[C-:23]#[N:24].[K+]. (4) Given the product [F:26][C:2]([F:25])([F:1])[C:3]1[CH:4]=[C:5]([S:9]([CH2:10][C@@H:11]2[CH2:12][CH2:13][C@H:14]([NH:17][C:18](=[O:24])[O:19][C:20]([CH3:22])([CH3:23])[CH3:21])[CH2:15][CH2:16]2)(=[O:28])=[O:43])[CH:6]=[CH:7][CH:8]=1, predict the reactants needed to synthesize it. The reactants are: [F:1][C:2]([F:26])([F:25])[C:3]1[CH:4]=[C:5]([S:9][CH2:10][C@@H:11]2[CH2:16][CH2:15][C@H:14]([NH:17][C:18](=[O:24])[O:19][C:20]([CH3:23])([CH3:22])[CH3:21])[CH2:13][CH2:12]2)[CH:6]=[CH:7][CH:8]=1.C([O-])(O)=[O:28].[Na+].C1C=C(Cl)C=C(C(OO)=O)C=1.[OH2:43]. (5) Given the product [CH3:8][O:9][CH2:10][CH2:11][N:12]1[CH:6]([C:2]2[S:1][CH:5]=[CH:4][CH:3]=2)[CH:14]([C:13]([N:30]([C:29]2[CH:32]=[CH:33][CH:34]=[C:27]([O:26][CH3:25])[CH:28]=2)[CH3:31])=[O:24])[C:15]2[C:16](=[CH:20][CH:21]=[CH:22][CH:23]=2)[C:17]1=[O:19], predict the reactants needed to synthesize it. The reactants are: [S:1]1[CH:5]=[CH:4][CH:3]=[C:2]1[CH:6]=O.[CH3:8][O:9][CH2:10][CH2:11][NH2:12].[C:13]1(=[O:24])[O:19][C:17](=O)[C:16]2=[CH:20][CH:21]=[CH:22][CH:23]=[C:15]2[CH2:14]1.[CH3:25][O:26][C:27]1[CH:28]=[C:29]([CH:32]=[CH:33][CH:34]=1)[NH:30][CH3:31].